From a dataset of Reaction yield outcomes from USPTO patents with 853,638 reactions. Predict the reaction yield, written as a fraction of the theoretical maximum amount of product (1.0 means a 100% yield; for example, 0.34 means a 34% yield). (1) The reactants are C([O:3][C:4](=[O:32])[CH:5]([C:10]1[CH:15]=[CH:14][C:13]([C:16]2[CH:21]=[CH:20][C:19]([C:22]([F:25])([F:24])[F:23])=[CH:18][CH:17]=2)=[C:12]([O:26][CH2:27][C:28]([F:31])([F:30])[F:29])[CH:11]=1)[CH2:6][CH:7]([CH3:9])[CH3:8])C.[OH-].[K+]. The catalyst is C(O)C. The product is [CH3:8][CH:7]([CH3:9])[CH2:6][CH:5]([C:10]1[CH:15]=[CH:14][C:13]([C:16]2[CH:17]=[CH:18][C:19]([C:22]([F:24])([F:23])[F:25])=[CH:20][CH:21]=2)=[C:12]([O:26][CH2:27][C:28]([F:29])([F:30])[F:31])[CH:11]=1)[C:4]([OH:32])=[O:3]. The yield is 0.630. (2) The reactants are [NH2:1][C:2]1[CH:36]=[CH:35][C:5]([O:6][C:7]2[CH:12]=[CH:11][N:10]=[C:9]3[CH:13]=[C:14]([C:16]4[CH:17]=[C:18]([CH:32]=[CH:33][CH:34]=4)[CH2:19][N:20]([CH2:28][CH2:29][O:30][CH3:31])[C:21](=[O:27])[O:22][C:23]([CH3:26])([CH3:25])[CH3:24])[S:15][C:8]=23)=[C:4]([F:37])[CH:3]=1.[C:38]1([CH2:44][C:45]([N:47]=[C:48]=[S:49])=[O:46])[CH:43]=[CH:42][CH:41]=[CH:40][CH:39]=1. The catalyst is C1COCC1. The product is [F:37][C:4]1[CH:3]=[C:2]([NH:1][C:48]([NH:47][C:45](=[O:46])[CH2:44][C:38]2[CH:39]=[CH:40][CH:41]=[CH:42][CH:43]=2)=[S:49])[CH:36]=[CH:35][C:5]=1[O:6][C:7]1[CH:12]=[CH:11][N:10]=[C:9]2[CH:13]=[C:14]([C:16]3[CH:17]=[C:18]([CH:32]=[CH:33][CH:34]=3)[CH2:19][N:20]([CH2:28][CH2:29][O:30][CH3:31])[C:21](=[O:27])[O:22][C:23]([CH3:26])([CH3:25])[CH3:24])[S:15][C:8]=12. The yield is 0.900. (3) The reactants are [F:1][C:2]1[CH:29]=[CH:28][C:5]([CH2:6][O:7][CH2:8][CH2:9][CH2:10][CH2:11][CH2:12][C:13]([N:15]2[C@H:19]([CH2:20][C:21]3[CH:26]=[CH:25][CH:24]=[CH:23][CH:22]=3)[CH2:18][O:17][C:16]2=[O:27])=[O:14])=[CH:4][C:3]=1[CH3:30].[Li+].C[Si]([N-][Si](C)(C)C)(C)C.[CH3:41][C:42]1[CH:43]=[C:44]([CH:47]=[C:48]([CH3:51])[C:49]=1[F:50])[CH2:45]Br. The catalyst is C1COCC1. The product is [F:50][C:49]1[C:48]([CH3:51])=[CH:47][C:44]([CH2:45][C@H:12]([CH2:11][CH2:10][CH2:9][CH2:8][O:7][CH2:6][C:5]2[CH:28]=[CH:29][C:2]([F:1])=[C:3]([CH3:30])[CH:4]=2)[C:13]([N:15]2[C@H:19]([CH2:20][C:21]3[CH:26]=[CH:25][CH:24]=[CH:23][CH:22]=3)[CH2:18][O:17][C:16]2=[O:27])=[O:14])=[CH:43][C:42]=1[CH3:41]. The yield is 0.360.